The task is: Predict the reactants needed to synthesize the given product.. This data is from Full USPTO retrosynthesis dataset with 1.9M reactions from patents (1976-2016). (1) Given the product [C:1]([C:4]1[CH:5]=[C:6]([C:12]([O:14][CH3:15])=[O:13])[C:7](=[O:11])[NH:8][C:9]=1[CH3:10])(=[O:3])[CH3:2], predict the reactants needed to synthesize it. The reactants are: [C:1]([C:4]1[CH:5]=[C:6]([C:12]([OH:14])=[O:13])[C:7](=[O:11])[NH:8][C:9]=1[CH3:10])(=[O:3])[CH3:2].[C:15](Cl)(=O)C(Cl)=O. (2) Given the product [ClH:12].[CH3:1][CH:2]1[NH:3][CH2:4][CH:5]([C:6]([O:8][CH3:9])=[O:7])[CH2:10][CH2:11]1, predict the reactants needed to synthesize it. The reactants are: [CH3:1][C:2]1[CH:11]=[CH:10][C:5]([C:6]([O:8][CH3:9])=[O:7])=[CH:4][N:3]=1.[ClH:12].[H][H]. (3) Given the product [C:26]([O:25][C:24]([N:23]([C:5]1[C:4]([CH2:38][F:39])([CH2:1][CH:2]=[O:60])[S:9](=[O:10])(=[O:11])[CH2:8][C@:7]([C:13]2[CH:18]=[C:17]([N+:19]([O-:21])=[O:20])[CH:16]=[CH:15][C:14]=2[F:22])([CH3:12])[N:6]=1)[C:31](=[O:32])[O:33][C:34]([CH3:35])([CH3:36])[CH3:37])=[O:30])([CH3:28])([CH3:27])[CH3:29], predict the reactants needed to synthesize it. The reactants are: [CH2:1]([C:4]1([CH2:38][F:39])[S:9](=[O:11])(=[O:10])[CH2:8][C@:7]([C:13]2[CH:18]=[C:17]([N+:19]([O-:21])=[O:20])[CH:16]=[CH:15][C:14]=2[F:22])([CH3:12])[N:6]=[C:5]1[N:23]([C:31]([O:33][C:34]([CH3:37])([CH3:36])[CH3:35])=[O:32])[C:24](=[O:30])[O:25][C:26]([CH3:29])([CH3:28])[CH3:27])[CH:2]=C.C1(P(C2C=CC=CC=2)C2C=CC=CC=2)C=CC=CC=1.C[OH:60]. (4) Given the product [CH3:1][O:2][C:3](=[O:25])[CH:4]([CH2:17][CH2:18][C:19]1[CH:20]=[CH:21][CH:22]=[CH:23][CH:24]=1)[CH:5]([C:14](=[O:16])[NH:32][CH2:30][CH2:29][C:48]1[CH:47]=[CH:46][C:45]([C:36]2[CH:41]=[CH:40][CH:39]=[CH:38][CH:37]=2)=[CH:50][CH:49]=1)[CH2:6][C:7]([O:9][C:10]([CH3:12])([CH3:13])[CH3:11])=[O:8], predict the reactants needed to synthesize it. The reactants are: [CH3:1][O:2][C:3](=[O:25])[CH:4]([CH2:17][CH2:18][C:19]1[CH:24]=[CH:23][CH:22]=[CH:21][CH:20]=1)[CH:5]([C:14]([OH:16])=O)[CH2:6][C:7]([O:9][C:10]([CH3:13])([CH3:12])[CH3:11])=[O:8].C1C=C[C:29]2N(O)N=[N:32][C:30]=2C=1.[C:36]1([C:45]2[CH:50]=[CH:49][CH:48]=[CH:47][CH:46]=2)[C:37](CCN)=[CH:38][CH:39]=[CH:40][CH:41]=1.CC(C)N=C=NC(C)C. (5) Given the product [CH2:1](/[C:3](/[CH:10]([O:12][C:26](=[O:27])[CH2:25][Cl:24])[CH3:11])=[C:4](/[CH2:8][CH3:9])\[C:5]([NH2:7])=[O:6])[CH3:2], predict the reactants needed to synthesize it. The reactants are: [CH2:1](/[C:3](/[CH:10]([OH:12])[CH3:11])=[C:4](/[CH2:8][CH3:9])\[C:5]([NH2:7])=[O:6])[CH3:2].N1C=CC=CC=1.C1COCC1.[Cl:24][CH2:25][C:26](Cl)=[O:27]. (6) Given the product [OH:36][C:30]1([CH2:29][NH:28][C:24]([C:7]2[N:8]([CH2:12][C:13]3[CH:18]=[CH:17][CH:16]=[C:15]([O:19][C:20]([F:21])([F:23])[F:22])[CH:14]=3)[C:9]3[C:5]([CH:6]=2)=[CH:4][C:3]([C:1]#[N:2])=[CH:11][CH:10]=3)=[O:26])[CH2:35][CH2:34][CH2:33][CH2:32][CH2:31]1, predict the reactants needed to synthesize it. The reactants are: [C:1]([C:3]1[CH:4]=[C:5]2[C:9](=[CH:10][CH:11]=1)[N:8]([CH2:12][C:13]1[CH:18]=[CH:17][CH:16]=[C:15]([O:19][C:20]([F:23])([F:22])[F:21])[CH:14]=1)[C:7]([C:24]([OH:26])=O)=[CH:6]2)#[N:2].Cl.[NH2:28][CH2:29][C:30]1([OH:36])[CH2:35][CH2:34][CH2:33][CH2:32][CH2:31]1.